The task is: Predict the reactants needed to synthesize the given product.. This data is from Full USPTO retrosynthesis dataset with 1.9M reactions from patents (1976-2016). (1) Given the product [CH3:13][O:12][C:10](=[O:11])[C:9]1[CH:14]=[C:5]([S:2]([CH3:1])(=[O:3])=[O:4])[CH:6]=[CH:7][C:8]=1[O:15][CH2:18][C:17]([F:31])([F:16])[C:27]([F:30])([F:29])[F:28], predict the reactants needed to synthesize it. The reactants are: [CH3:1][S:2]([C:5]1[CH:14]=[C:9]([C:10]([O:12][CH3:13])=[O:11])[C:8]([OH:15])=[CH:7][CH:6]=1)(=[O:4])=[O:3].[F:16][C:17]([F:31])([C:27]([F:30])([F:29])[F:28])[CH2:18]OS(C(F)(F)F)(=O)=O.C(=O)([O-])[O-].[K+].[K+]. (2) Given the product [CH3:31][C:2]([CH3:1])([CH3:32])[CH2:3][CH:4]([C:21]1[CH:22]=[CH:23][C:24]([C:25]([NH:61][CH2:62][CH2:63][C:64]([OH:66])=[O:65])=[O:26])=[CH:29][CH:30]=1)[NH:5][C:6]1[CH:7]=[N:8][C:9]([N:12]2[CH:16]=[C:15]([C:17]([F:18])([F:20])[F:19])[N:14]=[CH:13]2)=[CH:10][CH:11]=1, predict the reactants needed to synthesize it. The reactants are: [CH3:1][C:2]([CH3:32])([CH3:31])[CH2:3][CH:4]([C:21]1[CH:30]=[CH:29][C:24]([C:25](OC)=[O:26])=[CH:23][CH:22]=1)[NH:5][C:6]1[CH:7]=[N:8][C:9]([N:12]2[CH:16]=[C:15]([C:17]([F:20])([F:19])[F:18])[N:14]=[CH:13]2)=[CH:10][CH:11]=1.[OH-].[Li+].Cl.F[P-](F)(F)(F)(F)F.N1(OC(N(C)C)=[N+](C)C)C2N=CC=CC=2N=N1.Cl.[NH2:61][CH2:62][CH2:63][C:64]([O:66]C)=[O:65].C(NC(C)C)(C)C.[Cl-].[NH4+]. (3) The reactants are: [CH2:1]([O:3][C:4]([C:6]1([CH2:30][CH:31]=C)[CH2:11][CH2:10][CH:9]([O:12][Si:13]([C:26]([CH3:29])([CH3:28])[CH3:27])([C:20]2[CH:25]=[CH:24][CH:23]=[CH:22][CH:21]=2)[C:14]2[CH:19]=[CH:18][CH:17]=[CH:16][CH:15]=2)[CH2:8][CH2:7]1)=[O:5])C.C(OCC)(=[O:35])C. Given the product [CH3:1][O:3][C:4]([C:6]1([CH2:30][CH:31]=[O:35])[CH2:7][CH2:8][CH:9]([O:12][Si:13]([C:26]([CH3:27])([CH3:28])[CH3:29])([C:14]2[CH:15]=[CH:16][CH:17]=[CH:18][CH:19]=2)[C:20]2[CH:21]=[CH:22][CH:23]=[CH:24][CH:25]=2)[CH2:10][CH2:11]1)=[O:5], predict the reactants needed to synthesize it. (4) The reactants are: [CH3:1][NH2:2].CCO.FC(F)(F)C([N:10]1[CH2:19][CH2:18][C:17]2[C:12](=[CH:13][C:14]([S:20](Cl)(=[O:22])=[O:21])=[CH:15][CH:16]=2)[CH2:11]1)=O.C(=O)([O-])[O-].[Na+].[Na+]. Given the product [CH3:1][NH:2][S:20]([C:14]1[CH:13]=[C:12]2[C:17]([CH2:18][CH2:19][NH:10][CH2:11]2)=[CH:16][CH:15]=1)(=[O:22])=[O:21], predict the reactants needed to synthesize it.